From a dataset of Reaction yield outcomes from USPTO patents with 853,638 reactions. Predict the reaction yield, written as a fraction of the theoretical maximum amount of product (1.0 means a 100% yield; for example, 0.34 means a 34% yield). (1) The reactants are Br[C:2]1[CH:11]=[C:10]2[C:5]([CH:6]=[CH:7][C:8]([C:12]([NH:14][C:15]3[CH:16]=[N:17][CH:18]=[CH:19][C:20]=3[N:21]3[CH2:26][C@H:25]([CH3:27])[C@@H:24]([O:28][Si:29]([C:32]([CH3:35])([CH3:34])[CH3:33])([CH3:31])[CH3:30])[C@H:23]([NH:36][C:37](=[O:43])[O:38][C:39]([CH3:42])([CH3:41])[CH3:40])[CH2:22]3)=[O:13])=[N:9]2)=[CH:4][CH:3]=1.CC1(C)C(C)(C)OB([C:52]2[CH2:53][CH2:54][O:55][CH2:56][CH:57]=2)O1.[O-]P([O-])([O-])=O.[K+].[K+].[K+]. The catalyst is C1(P(C2CCCCC2)C2C=CC=CC=2C2C(C(C)C)=CC(C(C)C)=CC=2C(C)C)CCCCC1.NC1C=CC=CC=1C1C=CC=CC=1[Pd]Cl. The product is [Si:29]([O:28][C@@H:24]1[C@@H:25]([CH3:27])[CH2:26][N:21]([C:20]2[CH:19]=[CH:18][N:17]=[CH:16][C:15]=2[NH:14][C:12]([C:8]2[CH:7]=[CH:6][C:5]3[C:10](=[CH:11][C:2]([C:52]4[CH2:57][CH2:56][O:55][CH2:54][CH:53]=4)=[CH:3][CH:4]=3)[N:9]=2)=[O:13])[CH2:22][C@H:23]1[NH:36][C:37](=[O:43])[O:38][C:39]([CH3:42])([CH3:41])[CH3:40])([C:32]([CH3:33])([CH3:35])[CH3:34])([CH3:30])[CH3:31]. The yield is 0.640. (2) The reactants are [CH3:1][C:2]1([CH3:10])[CH2:9][C:7](=[O:8])[CH2:6][C:4](=O)[CH2:3]1.[C:11]1([C:17]2[S:21][C:20]([CH:22]=O)=[CH:19][CH:18]=2)[CH:16]=[CH:15][CH:14]=[CH:13][CH:12]=1.[CH2:24]([CH2:27][C:28](=O)[CH2:29][C:30]([O:32][CH2:33][CH3:34])=[O:31])[CH2:25]C.C([O-])(=O)C.[NH4+:40]. The catalyst is C(O)C.C(OCC)(=O)C. The product is [CH3:10][C:2]1([CH3:1])[CH2:3][C:4]2[NH:40][C:28]([CH2:27][CH2:24][CH3:25])=[C:29]([C:30]([O:32][CH2:33][CH3:34])=[O:31])[CH:22]([C:20]3[S:21][C:17]([C:11]4[CH:12]=[CH:13][CH:14]=[CH:15][CH:16]=4)=[CH:18][CH:19]=3)[C:6]=2[C:7](=[O:8])[CH2:9]1. The yield is 0.680.